The task is: Predict the product of the given reaction.. This data is from Forward reaction prediction with 1.9M reactions from USPTO patents (1976-2016). (1) Given the reactants [CH3:1][O:2][CH:3]([CH:5]1[CH2:9][CH2:8][CH2:7][N:6]1[CH2:10][C:11]1[CH:16]=[CH:15][C:14]([N+:17]([O-])=O)=[CH:13][CH:12]=1)[CH3:4].C.O.NN, predict the reaction product. The product is: [CH3:1][O:2][CH:3]([CH:5]1[CH2:9][CH2:8][CH2:7][N:6]1[CH2:10][C:11]1[CH:16]=[CH:15][C:14]([NH2:17])=[CH:13][CH:12]=1)[CH3:4]. (2) Given the reactants COC1C=C(CNCCCNCCCCNCCCN)C=CC=1O.[Br:25][NH:26][C@H:27]([C:38]([OH:40])=[O:39])[CH2:28][C:29]1[C:37]2[C:32](=[CH:33][CH:34]=[CH:35][CH:36]=2)[NH:31][CH:30]=1.COC1C=C(CNCCCNCCCCNCCCNCC2C=CC(O)=C(OC)C=2)C=CC=1O.[Br:75][NH:76][C@H:77]([C:88]([OH:90])=[O:89])[CH2:78][C:79]1[C:87]2[C:82](=[CH:83][CH:84]=[CH:85][CH:86]=2)[NH:81][CH:80]=1.C1(N=C=S)C=CC=CC=1.Cl, predict the reaction product. The product is: [Br:75][C:35]1[CH:36]=[C:37]2[C:32]([NH:31][CH:30]=[C:29]2[CH2:28][C@@H:27]([C:38]([OH:40])=[O:39])[NH2:26])=[CH:33][CH:34]=1.[Br:25][C:84]1[CH:83]=[C:82]2[C:87](=[CH:86][CH:85]=1)[C:79]([CH2:78][C@@H:77]([C:88]([OH:90])=[O:89])[NH2:76])=[CH:80][NH:81]2. (3) Given the reactants [NH2:1][C:2]1[CH:3]=[C:4]([OH:11])[CH:5]=[CH:6][C:7]=1[CH:8]([CH3:10])[CH3:9].Cl[C:13]1[N:18]=[C:17](Cl)[C:16]([F:20])=[CH:15][N:14]=1, predict the reaction product. The product is: [OH:11][C:4]1[CH:5]=[CH:6][C:7]([CH:8]([CH3:9])[CH3:10])=[C:2]([NH:1][C:13]2[N:18]=[C:17]([NH:1][C:2]3[CH:3]=[C:4]([OH:11])[CH:5]=[CH:6][C:7]=3[CH:8]([CH3:10])[CH3:9])[C:16]([F:20])=[CH:15][N:14]=2)[CH:3]=1.